Task: Predict the reaction yield, written as a fraction of the theoretical maximum amount of product (1.0 means a 100% yield; for example, 0.34 means a 34% yield).. Dataset: Reaction yield outcomes from USPTO patents with 853,638 reactions (1) The reactants are C(OC([NH:11][C@@H:12]([CH2:23][C:24]1[CH:29]=[CH:28][C:27]([C:30]2[N:35]=[CH:34][C:33]([C:36]3[CH:41]=[CH:40][C:39]([O:42][CH2:43][CH2:44][CH2:45][CH2:46][CH2:47][CH2:48][CH3:49])=[CH:38][CH:37]=3)=[CH:32][N:31]=2)=[CH:26][CH:25]=1)[C:13]([N:15]1[CH2:18][CH:17]([C:19]([O:21][CH3:22])=[O:20])[CH2:16]1)=[O:14])=O)C1C=CC=CC=1. The catalyst is CO.[Pd]. The product is [NH2:11][C@@H:12]([CH2:23][C:24]1[CH:29]=[CH:28][C:27]([C:30]2[N:35]=[CH:34][C:33]([C:36]3[CH:37]=[CH:38][C:39]([O:42][CH2:43][CH2:44][CH2:45][CH2:46][CH2:47][CH2:48][CH3:49])=[CH:40][CH:41]=3)=[CH:32][N:31]=2)=[CH:26][CH:25]=1)[C:13]([N:15]1[CH2:16][CH:17]([C:19]([O:21][CH3:22])=[O:20])[CH2:18]1)=[O:14]. The yield is 0.630. (2) The reactants are [NH:1]1[CH2:6][CH2:5][CH2:4][CH:3]([O:7][C:8]2[CH:13]=[CH:12][C:11]([NH:14][C:15]([C:17]3[N:18]=[C:19]([C:26]4[CH:31]=[CH:30][CH:29]=[CH:28][CH:27]=4)[O:20][C:21]=3[C:22]([F:25])([F:24])[F:23])=[O:16])=[CH:10][CH:9]=2)[CH2:2]1.[CH3:32][C:33]1([CH3:41])[CH2:38][C:37](=[O:39])[O:36][C:35](=[O:40])[CH2:34]1.C(N(CC)CC)C. The catalyst is CS(C)=O. The product is [CH3:32][C:33]([CH3:41])([CH2:38][C:37](=[O:39])[N:1]1[CH2:6][CH2:5][CH2:4][CH:3]([O:7][C:8]2[CH:13]=[CH:12][C:11]([NH:14][C:15]([C:17]3[N:18]=[C:19]([C:26]4[CH:31]=[CH:30][CH:29]=[CH:28][CH:27]=4)[O:20][C:21]=3[C:22]([F:25])([F:23])[F:24])=[O:16])=[CH:10][CH:9]=2)[CH2:2]1)[CH2:34][C:35]([OH:40])=[O:36]. The yield is 0.550. (3) No catalyst specified. The yield is 0.300. The reactants are Br[CH:2]1[CH2:7][CH2:6][O:5][CH2:4][CH2:3]1.[Mg].II.[NH2:11][C:12]1[N:16]([C:17]2[CH:18]=[C:19]([CH:26]=[CH:27][C:28]=2[CH3:29])[C:20]([NH:22][CH:23]2[CH2:25][CH2:24]2)=[O:21])[CH:15]=[N:14][C:13]=1[C:30]#N.C1C[O:35]CC1. The product is [NH2:11][C:12]1[N:16]([C:17]2[CH:18]=[C:19]([CH:26]=[CH:27][C:28]=2[CH3:29])[C:20]([NH:22][CH:23]2[CH2:25][CH2:24]2)=[O:21])[CH:15]=[N:14][C:13]=1[C:30]([CH:2]1[CH2:7][CH2:6][O:5][CH2:4][CH2:3]1)=[O:35]. (4) The reactants are Cl[C:2]1[N:11]=[C:10]([NH:12][CH2:13][CH:14]([C:21]2[CH:26]=[CH:25][CH:24]=[CH:23][CH:22]=2)[C:15]2[CH:20]=[CH:19][CH:18]=[CH:17][CH:16]=2)[C:9]2[C:4](=[CH:5][C:6]([O:29][CH3:30])=[C:7]([O:27][CH3:28])[CH:8]=2)[N:3]=1.[S:31]1[CH:35]=[CH:34][CH:33]=[C:32]1B(O)O.C(NC1C2C(=CC=CC=2)N=C(C2SC3C=CC=CC=3C=2)N=1)(C1C=CC=CC=1)C1C=CC=CC=1. The catalyst is C1CCCCC1.CCOC(C)=O. The product is [C:15]1([CH:14]([C:21]2[CH:26]=[CH:25][CH:24]=[CH:23][CH:22]=2)[CH2:13][NH:12][C:10]2[C:9]3[C:4](=[CH:5][C:6]([O:29][CH3:30])=[C:7]([O:27][CH3:28])[CH:8]=3)[N:3]=[C:2]([C:32]3[S:31][CH:35]=[CH:34][CH:33]=3)[N:11]=2)[CH:20]=[CH:19][CH:18]=[CH:17][CH:16]=1. The yield is 0.780. (5) The reactants are [C:1]([C:5]1[CH:10]=[CH:9][C:8]([CH2:11][C:12]([NH:14][C@@H:15]([C:28]2[N:29]=[N:30][N:31](CC3C=CC(OC)=CC=3)[CH:32]=2)[C:16]2[CH:21]=[CH:20][C:19]([O:22][CH2:23][C:24]([F:27])([F:26])[F:25])=[CH:18][N:17]=2)=[O:13])=[CH:7][CH:6]=1)([CH3:4])([CH3:3])[CH3:2]. The catalyst is C(O)(C(F)(F)F)=O. The product is [C:1]([C:5]1[CH:6]=[CH:7][C:8]([CH2:11][C:12]([NH:14][C@@H:15]([C:28]2[N:29]=[N:30][NH:31][CH:32]=2)[C:16]2[CH:21]=[CH:20][C:19]([O:22][CH2:23][C:24]([F:27])([F:25])[F:26])=[CH:18][N:17]=2)=[O:13])=[CH:9][CH:10]=1)([CH3:4])([CH3:2])[CH3:3]. The yield is 0.910. (6) The reactants are [CH:1]([S:3]([C:6]1[CH:11]=[CH:10][CH:9]=[CH:8][CH:7]=1)(=[O:5])=[O:4])=[CH2:2].Br[C:13]1[CH:14]=[C:15]2[C:19](=[CH:20][CH:21]=1)[N:18]([S:22]([C:25]1[CH:31]=[CH:30][C:28]([CH3:29])=[CH:27][CH:26]=1)(=[O:24])=[O:23])[CH:17]=[CH:16]2.C(N(CC)CC)C. The catalyst is CC#N.C([O-])(=O)C.C([O-])(=O)C.[Pd+2]. The product is [C:6]1([S:3](/[CH:1]=[CH:2]/[C:13]2[CH:14]=[C:15]3[C:19](=[CH:20][CH:21]=2)[N:18]([S:22]([C:25]2[CH:31]=[CH:30][C:28]([CH3:29])=[CH:27][CH:26]=2)(=[O:24])=[O:23])[CH:17]=[CH:16]3)(=[O:4])=[O:5])[CH:11]=[CH:10][CH:9]=[CH:8][CH:7]=1. The yield is 0.700. (7) The reactants are [NH2:1][C:2]1[C:7]([C:8]#[N:9])=[C:6](Br)[N:5]=[C:4]([NH:11][C:12](=[O:14])[CH3:13])[CH:3]=1.[C:15]1(C)[CH:20]=CC=C[C:16]=1P(C1C=CC=CC=1C)C1C=CC=CC=1C.CN(C=O)C.[I-].C([Zn+])CC. The catalyst is C([O-])(=O)C.[Pd+2].C([O-])(=O)C.C(OCC)(=O)C.O. The product is [NH2:1][C:2]1[C:7]([C:8]#[N:9])=[C:6]([CH2:16][CH2:15][CH3:20])[N:5]=[C:4]([NH:11][C:12](=[O:14])[CH3:13])[CH:3]=1. The yield is 0.310. (8) The reactants are [CH3:1][NH:2][C:3]1[N:8]=[CH:7][NH:6][C:5](=[O:9])[CH:4]=1.[CH2:10](Br)[C:11]1[CH:16]=[CH:15][CH:14]=[CH:13][CH:12]=1.C(=O)([O-])[O-].[K+].[K+]. The catalyst is C(O)C. The product is [CH2:10]([N:6]1[C:5](=[O:9])[CH:4]=[C:3]([NH:2][CH3:1])[N:8]=[CH:7]1)[C:11]1[CH:16]=[CH:15][CH:14]=[CH:13][CH:12]=1. The yield is 0.430. (9) The reactants are [F:1][C:2]1[CH:10]=[CH:9][C:8]([CH:11]([OH:13])[CH3:12])=[CH:7][C:3]=1[C:4]([OH:6])=O.[C:14]([O:18][C:19]([N:21]1[CH2:26][CH2:25][NH:24][CH2:23][CH2:22]1)=[O:20])([CH3:17])([CH3:16])[CH3:15].C(N(CC)CC)C. The catalyst is C(Cl)Cl. The product is [C:14]([O:18][C:19]([N:21]1[CH2:26][CH2:25][N:24]([C:4](=[O:6])[C:3]2[CH:7]=[C:8]([CH:11]([OH:13])[CH3:12])[CH:9]=[CH:10][C:2]=2[F:1])[CH2:23][CH2:22]1)=[O:20])([CH3:17])([CH3:15])[CH3:16]. The yield is 0.520.